Dataset: Forward reaction prediction with 1.9M reactions from USPTO patents (1976-2016). Task: Predict the product of the given reaction. (1) The product is: [F:36][C:30]1[C:31]([F:35])=[CH:32][CH:33]=[CH:34][C:29]=1[NH:28][C:26](=[O:27])[CH2:25][C:23]1[NH:22][N:21]=[C:20]([NH:19][C:13]2[C:12]3[C:17](=[CH:18][C:9]([OH:8])=[CH:10][CH:11]=3)[N:16]=[CH:15][N:14]=2)[CH:24]=1. Given the reactants C([O:8][C:9]1[CH:18]=[C:17]2[C:12]([C:13]([NH:19][C:20]3[CH:24]=[C:23]([CH2:25][C:26]([NH:28][C:29]4[CH:34]=[CH:33][CH:32]=[C:31]([F:35])[C:30]=4[F:36])=[O:27])[NH:22][N:21]=3)=[N:14][CH:15]=[N:16]2)=[CH:11][CH:10]=1)C1C=CC=CC=1.FC(F)(F)C(O)=O, predict the reaction product. (2) Given the reactants Cl[C:2]1[N:11]=[C:10]([NH:12][CH2:13][CH:14]([C:21]2[CH:26]=[CH:25][CH:24]=[CH:23][CH:22]=2)[C:15]2[CH:20]=[CH:19][CH:18]=[CH:17][CH:16]=2)[C:9]2[C:4](=[CH:5][CH:6]=[CH:7][CH:8]=2)[N:3]=1.[CH3:27][N:28]1[C:36]2[C:31](=[CH:32][C:33](B(O)O)=[CH:34][CH:35]=2)[CH:30]=[N:29]1.C(NC1C2C(=CC=CC=2)N=C(C2SC3C=CC=CC=3C=2)N=1)(C1C=CC=CC=1)C1C=CC=CC=1, predict the reaction product. The product is: [C:15]1([CH:14]([C:21]2[CH:26]=[CH:25][CH:24]=[CH:23][CH:22]=2)[CH2:13][NH:12][C:10]2[C:9]3[C:4](=[CH:5][CH:6]=[CH:7][CH:8]=3)[N:3]=[C:2]([C:33]3[CH:32]=[C:31]4[C:36](=[CH:35][CH:34]=3)[N:28]([CH3:27])[N:29]=[CH:30]4)[N:11]=2)[CH:20]=[CH:19][CH:18]=[CH:17][CH:16]=1. (3) Given the reactants Br[CH2:2][C:3]1[C:4]([C:21]2[CH:26]=[CH:25][CH:24]=[C:23]([C:27]([F:30])([F:29])[F:28])[CH:22]=2)=[N:5][C:6]2[C:11]([C:12]=1[C:13]([O:15][CH3:16])=[O:14])=[CH:10][C:9]([S:17]([CH3:20])(=[O:19])=[O:18])=[CH:8][CH:7]=2.[N:31]1([CH:36]2[CH2:41][CH2:40][NH:39][CH2:38][CH2:37]2)[CH2:35][CH2:34][CH2:33][CH2:32]1, predict the reaction product. The product is: [CH3:20][S:17]([C:9]1[CH:10]=[C:11]2[C:6](=[CH:7][CH:8]=1)[N:5]=[C:4]([C:21]1[CH:26]=[CH:25][CH:24]=[C:23]([C:27]([F:30])([F:28])[F:29])[CH:22]=1)[C:3]([CH2:2][N:39]1[CH2:40][CH2:41][CH:36]([N:31]3[CH2:35][CH2:34][CH2:33][CH2:32]3)[CH2:37][CH2:38]1)=[C:12]2[C:13]([O:15][CH3:16])=[O:14])(=[O:18])=[O:19]. (4) Given the reactants [O:1]=[C:2]1[NH:7][C:6]2[CH:8]=[C:9]([O:12]C(=O)C)[CH:10]=[CH:11][C:5]=2[O:4][CH2:3]1.[OH-].[Na+], predict the reaction product. The product is: [OH:12][C:9]1[CH:10]=[CH:11][C:5]2[O:4][CH2:3][C:2](=[O:1])[NH:7][C:6]=2[CH:8]=1. (5) Given the reactants [CH2:1]([C:3]1[C:11]([CH3:12])=[C:10]2[C:6]([C:7](=[O:13])[O:8][CH2:9]2)=[C:5]([O:14][CH2:15][CH2:16][Si:17]([CH3:20])([CH3:19])[CH3:18])[C:4]=1CC=O)[CH3:2].C1(P(C2C=CC=CC=2)(C2C=CC=CC=2)=C(C)C=[O:33])C=CC=CC=1.[C:47]1([CH3:53])[CH:52]=CC=[CH:49][CH:48]=1, predict the reaction product. The product is: [CH2:1]([C:3]1[C:11]([CH3:12])=[C:10]2[C:6]([C:7](=[O:13])[O:8][CH2:9]2)=[C:5]([O:14][CH2:15][CH2:16][Si:17]([CH3:18])([CH3:19])[CH3:20])[C:4]=1[CH2:49][CH:48]=[C:47]([CH3:53])[CH:52]=[O:33])[CH3:2].